Dataset: Reaction yield outcomes from USPTO patents with 853,638 reactions. Task: Predict the reaction yield, written as a fraction of the theoretical maximum amount of product (1.0 means a 100% yield; for example, 0.34 means a 34% yield). (1) The reactants are [NH2:1][C:2]1[CH:3]=[C:4]([C:8]([C:10]2[C:18]3[CH:17]=[N:16][CH:15]=[N:14][C:13]=3[N:12]([CH:19]([CH3:21])[CH3:20])[CH:11]=2)=[O:9])[CH:5]=[N:6][CH:7]=1.[CH:22]1([N:25]2[C:29]([C:30]([F:33])([F:32])[F:31])=[C:28]([CH2:34][C:35](O)=[O:36])[CH:27]=[N:26]2)[CH2:24][CH2:23]1.CCCP(O)(O)=O. The catalyst is C1COCC1. The product is [CH:22]1([N:25]2[C:29]([C:30]([F:32])([F:31])[F:33])=[C:28]([CH2:34][C:35]([NH:1][C:2]3[CH:7]=[N:6][CH:5]=[C:4]([C:8]([C:10]4[C:18]5[CH:17]=[N:16][CH:15]=[N:14][C:13]=5[N:12]([CH:19]([CH3:21])[CH3:20])[CH:11]=4)=[O:9])[CH:3]=3)=[O:36])[CH:27]=[N:26]2)[CH2:23][CH2:24]1. The yield is 0.760. (2) The reactants are Br[C:2]1[CH:3]=[C:4]2[C:8](=[CH:9][CH:10]=1)[C:7](=[O:11])[N:6]([C:12]1[C:20]3[C:15](=[N:16][CH:17]=[C:18]([C:21]4[CH:26]=[CH:25][C:24]([S:27]([CH:30]([CH3:32])[CH3:31])(=[O:29])=[O:28])=[CH:23][CH:22]=4)[N:19]=3)[N:14](C(C3C=CC=CC=3)(C3C=CC=CC=3)C3C=CC=CC=3)[CH:13]=1)[CH2:5]2.[NH:52]1[C:56](B(O)O)=[CH:55][CH:54]=[N:53]1.C([O-])([O-])=O.[Na+].[Na+].[SiH](CC)(CC)CC.C(O)(C(F)(F)F)=O. The yield is 0.210. The product is [CH:30]([S:27]([C:24]1[CH:23]=[CH:22][C:21]([C:18]2[N:19]=[C:20]3[C:12]([N:6]4[CH2:5][C:4]5[C:8](=[CH:9][CH:10]=[C:2]([C:54]6[NH:53][N:52]=[CH:56][CH:55]=6)[CH:3]=5)[C:7]4=[O:11])=[CH:13][NH:14][C:15]3=[N:16][CH:17]=2)=[CH:26][CH:25]=1)(=[O:28])=[O:29])([CH3:31])[CH3:32]. The catalyst is O1CCOCC1. (3) The reactants are [C:1]([NH:9][NH2:10])(=[O:8])[C:2]1[CH:7]=[CH:6][CH:5]=[CH:4][CH:3]=1.CN1CCCC1=O.[C:18](Cl)(=[O:25])[C:19]1[CH:24]=[CH:23][CH:22]=[CH:21][CH:20]=1. The catalyst is O. The product is [C:1]([NH:9][NH:10][C:18](=[O:25])[C:19]1[CH:24]=[CH:23][CH:22]=[CH:21][CH:20]=1)(=[O:8])[C:2]1[CH:7]=[CH:6][CH:5]=[CH:4][CH:3]=1. The yield is 0.570. (4) The reactants are [CH3:1][C:2]1[C:7]([O:8][C:9]2[C:10]([C:22]#[N:23])=[N:11][CH:12]=[C:13]([S:15][C:16]3[CH:21]=[CH:20][CH:19]=[CH:18][N:17]=3)[CH:14]=2)=[CH:6][CH:5]=[CH:4][N:3]=1.[OH:24]S(O)(=O)=O. No catalyst specified. The product is [CH3:1][C:2]1[C:7]([O:8][C:9]2[C:10]([C:22]([NH2:23])=[O:24])=[N:11][CH:12]=[C:13]([S:15][C:16]3[CH:21]=[CH:20][CH:19]=[CH:18][N:17]=3)[CH:14]=2)=[CH:6][CH:5]=[CH:4][N:3]=1. The yield is 0.960. (5) The reactants are [NH2:1][C:2]1[CH:7]=[C:6]([S:8]([CH2:11][CH3:12])(=[O:10])=[O:9])[CH:5]=[CH:4][C:3]=1[OH:13].[CH3:14][C:15]1[S:19][C:18]([CH:20]=O)=[CH:17][CH:16]=1.C([O-])(=O)C.C([O-])(=O)C.C([O-])(=O)C.C([O-])(=O)C.[Pb+4]. The catalyst is C(O)C. The product is [CH2:11]([S:8]([C:6]1[CH:5]=[CH:4][C:3]2[O:13][C:20]([C:18]3[S:19][C:15]([CH3:14])=[CH:16][CH:17]=3)=[N:1][C:2]=2[CH:7]=1)(=[O:10])=[O:9])[CH3:12]. The yield is 0.00300.